Task: Regression. Given two drug SMILES strings and cell line genomic features, predict the synergy score measuring deviation from expected non-interaction effect.. Dataset: NCI-60 drug combinations with 297,098 pairs across 59 cell lines (1) Cell line: HL-60(TB). Synergy scores: CSS=56.0, Synergy_ZIP=-5.27, Synergy_Bliss=-9.18, Synergy_Loewe=-18.7, Synergy_HSA=-4.31. Drug 2: C1CC(C1)(C(=O)O)C(=O)O.[NH2-].[NH2-].[Pt+2]. Drug 1: C1CC(=O)NC(=O)C1N2CC3=C(C2=O)C=CC=C3N. (2) Drug 1: C1CCC(CC1)NC(=O)N(CCCl)N=O. Drug 2: C1C(C(OC1N2C=NC3=C(N=C(N=C32)Cl)N)CO)O. Cell line: PC-3. Synergy scores: CSS=2.25, Synergy_ZIP=-5.76, Synergy_Bliss=-7.07, Synergy_Loewe=-11.3, Synergy_HSA=-7.30. (3) Cell line: ACHN. Drug 1: C1=NC2=C(N1)C(=S)N=C(N2)N. Drug 2: C1=NNC2=C1C(=O)NC=N2. Synergy scores: CSS=46.3, Synergy_ZIP=-3.10, Synergy_Bliss=-2.96, Synergy_Loewe=-8.12, Synergy_HSA=0.764. (4) Cell line: SK-OV-3. Drug 1: C1CN1P(=S)(N2CC2)N3CC3. Drug 2: CCC1(C2=C(COC1=O)C(=O)N3CC4=CC5=C(C=CC(=C5CN(C)C)O)N=C4C3=C2)O.Cl. Synergy scores: CSS=37.0, Synergy_ZIP=-4.05, Synergy_Bliss=0.331, Synergy_Loewe=-1.22, Synergy_HSA=1.40. (5) Drug 1: C1CCC(C1)C(CC#N)N2C=C(C=N2)C3=C4C=CNC4=NC=N3. Drug 2: CC1=C2C(C(=O)C3(C(CC4C(C3C(C(C2(C)C)(CC1OC(=O)C(C(C5=CC=CC=C5)NC(=O)C6=CC=CC=C6)O)O)OC(=O)C7=CC=CC=C7)(CO4)OC(=O)C)O)C)OC(=O)C. Cell line: SNB-75. Synergy scores: CSS=21.7, Synergy_ZIP=0.657, Synergy_Bliss=7.42, Synergy_Loewe=-14.2, Synergy_HSA=4.05. (6) Drug 1: CC1OCC2C(O1)C(C(C(O2)OC3C4COC(=O)C4C(C5=CC6=C(C=C35)OCO6)C7=CC(=C(C(=C7)OC)O)OC)O)O. Drug 2: CC1C(C(CC(O1)OC2CC(CC3=C2C(=C4C(=C3O)C(=O)C5=C(C4=O)C(=CC=C5)OC)O)(C(=O)C)O)N)O.Cl. Cell line: HL-60(TB). Synergy scores: CSS=84.6, Synergy_ZIP=9.13, Synergy_Bliss=9.85, Synergy_Loewe=7.18, Synergy_HSA=11.1. (7) Drug 1: C1=CC(=CC=C1CCCC(=O)O)N(CCCl)CCCl. Drug 2: C1=CN(C(=O)N=C1N)C2C(C(C(O2)CO)O)O.Cl. Cell line: EKVX. Synergy scores: CSS=18.7, Synergy_ZIP=-6.89, Synergy_Bliss=-7.61, Synergy_Loewe=-15.1, Synergy_HSA=-5.64.